This data is from Reaction yield outcomes from USPTO patents with 853,638 reactions. The task is: Predict the reaction yield, written as a fraction of the theoretical maximum amount of product (1.0 means a 100% yield; for example, 0.34 means a 34% yield). (1) The reactants are [N:1]1[CH:6]=[CH:5][CH:4]=[C:3]([C:7]2[CH:8]=[N:9][C:10]3[C:15]([N:16]=2)=[CH:14][C:13]([C:17]([C:19]2[CH:20]=[C:21]([NH:25]C(=O)C(C)(C)C)[CH:22]=[CH:23][CH:24]=2)=[O:18])=[CH:12][CH:11]=3)[CH:2]=1.Cl.[OH-].[Na+]. The catalyst is CC(O)=O. The product is [NH2:25][C:21]1[CH:20]=[C:19]([C:17]([C:13]2[CH:14]=[C:15]3[C:10](=[CH:11][CH:12]=2)[N:9]=[CH:8][C:7]([C:3]2[CH:2]=[N:1][CH:6]=[CH:5][CH:4]=2)=[N:16]3)=[O:18])[CH:24]=[CH:23][CH:22]=1. The yield is 0.720. (2) The reactants are Cl[C:2]1[N:7]=[C:6]([NH2:8])[CH:5]=[CH:4][N:3]=1.[N:9]1([C:15](=[O:17])[CH3:16])[CH2:14][CH2:13][NH:12][CH2:11][CH2:10]1. No catalyst specified. The product is [NH2:8][C:6]1[CH:5]=[CH:4][N:3]=[C:2]([N:12]2[CH2:13][CH2:14][N:9]([C:15](=[O:17])[CH3:16])[CH2:10][CH2:11]2)[N:7]=1. The yield is 0.830.